Dataset: Forward reaction prediction with 1.9M reactions from USPTO patents (1976-2016). Task: Predict the product of the given reaction. (1) Given the reactants [Si:1]([O:8][C@@H:9]([C:25]1[CH:30]=[CH:29][CH:28]=[CH:27][C:26]=1[C:31]1[CH:36]=[CH:35][C:34]([Cl:37])=[CH:33][CH:32]=1)[CH:10]1[CH2:15][CH2:14][N:13]([C:16]2[CH:24]=[CH:23][C:19]([C:20](O)=[O:21])=[CH:18][CH:17]=2)[CH2:12][CH2:11]1)([C:4]([CH3:7])([CH3:6])[CH3:5])([CH3:3])[CH3:2].[Si:38]([O:55][CH2:56][C@H:57]1[CH2:62][N:61]([CH2:63][CH2:64][C@@H:65]([NH:74][C:75]2[CH:80]=[CH:79][C:78]([S:81]([NH2:84])(=[O:83])=[O:82])=[CH:77][C:76]=2[S:85]([C:88]([F:91])([F:90])[F:89])(=[O:87])=[O:86])[CH2:66][S:67][C:68]2[CH:73]=[CH:72][CH:71]=[CH:70][CH:69]=2)[CH2:60][CH2:59][O:58]1)([C:51]([CH3:54])([CH3:53])[CH3:52])([C:45]1[CH:50]=[CH:49][CH:48]=[CH:47][CH:46]=1)[C:39]1[CH:44]=[CH:43][CH:42]=[CH:41][CH:40]=1, predict the reaction product. The product is: [Si:1]([O:8][C@@H:9]([C:25]1[CH:30]=[CH:29][CH:28]=[CH:27][C:26]=1[C:31]1[CH:36]=[CH:35][C:34]([Cl:37])=[CH:33][CH:32]=1)[CH:10]1[CH2:15][CH2:14][N:13]([C:16]2[CH:24]=[CH:23][C:19]([C:20]([NH:84][S:81]([C:78]3[CH:79]=[CH:80][C:75]([NH:74][C@H:65]([CH2:64][CH2:63][N:61]4[CH2:60][CH2:59][O:58][C@@H:57]([CH2:56][O:55][Si:38]([C:51]([CH3:52])([CH3:53])[CH3:54])([C:45]5[CH:46]=[CH:47][CH:48]=[CH:49][CH:50]=5)[C:39]5[CH:44]=[CH:43][CH:42]=[CH:41][CH:40]=5)[CH2:62]4)[CH2:66][S:67][C:68]4[CH:73]=[CH:72][CH:71]=[CH:70][CH:69]=4)=[C:76]([S:85]([C:88]([F:89])([F:90])[F:91])(=[O:86])=[O:87])[CH:77]=3)(=[O:83])=[O:82])=[O:21])=[CH:18][CH:17]=2)[CH2:12][CH2:11]1)([C:4]([CH3:7])([CH3:6])[CH3:5])([CH3:3])[CH3:2]. (2) The product is: [C:19]([C:21]1[CH:41]=[C:40]([C:2]2[N:3]=[C:4]([NH:8][C:9]3[C:10]([C:15]([O:17][CH3:18])=[O:16])=[N:11][N:12]([CH3:14])[CH:13]=3)[N:5]=[CH:6][N:7]=2)[CH:39]=[CH:38][C:22]=1[O:23][C@H:24]1[CH2:29][CH2:28][N:27]([C:30]([O:32][C:33]([CH3:36])([CH3:35])[CH3:34])=[O:31])[CH2:26][C@H:25]1[F:37])#[N:20]. Given the reactants Cl[C:2]1[N:7]=[CH:6][N:5]=[C:4]([NH:8][C:9]2[C:10]([C:15]([O:17][CH3:18])=[O:16])=[N:11][N:12]([CH3:14])[CH:13]=2)[N:3]=1.[C:19]([C:21]1[CH:41]=[C:40](B2OC(C)(C)C(C)(C)O2)[CH:39]=[CH:38][C:22]=1[O:23][C@H:24]1[CH2:29][CH2:28][N:27]([C:30]([O:32][C:33]([CH3:36])([CH3:35])[CH3:34])=[O:31])[CH2:26][C@H:25]1[F:37])#[N:20].C(=O)([O-])[O-].[Na+].[Na+], predict the reaction product. (3) Given the reactants [Cl:1][C:2]1[CH:3]=[C:4]2[C:8](=[CH:9][CH:10]=1)[NH:7][CH:6]=[C:5]2[C:11]1[CH:16]=[CH:15][C:14]([Cl:17])=[C:13]([Cl:18])[CH:12]=1.[C:19]([NH:26][CH2:27][C:28](O)=[O:29])([O:21][C:22]([CH3:25])([CH3:24])[CH3:23])=[O:20].C1CN([P+](ON2N=NC3C=CC=CC2=3)(N2CCCC2)N2CCCC2)CC1.F[P-](F)(F)(F)(F)F.C(N(CC)CC)C, predict the reaction product. The product is: [Cl:1][C:2]1[CH:3]=[C:4]2[C:8](=[CH:9][CH:10]=1)[N:7]([C:28](=[O:29])[CH2:27][NH:26][C:19](=[O:20])[O:21][C:22]([CH3:23])([CH3:24])[CH3:25])[CH:6]=[C:5]2[C:11]1[CH:16]=[CH:15][C:14]([Cl:17])=[C:13]([Cl:18])[CH:12]=1.